Task: Regression. Given a peptide amino acid sequence and an MHC pseudo amino acid sequence, predict their binding affinity value. This is MHC class I binding data.. Dataset: Peptide-MHC class I binding affinity with 185,985 pairs from IEDB/IMGT (1) The peptide sequence is ISIKLTDSL. The MHC is HLA-A02:01 with pseudo-sequence HLA-A02:01. The binding affinity (normalized) is 0.178. (2) The peptide sequence is LVKMINHLK. The binding affinity (normalized) is 0. The MHC is HLA-A02:01 with pseudo-sequence HLA-A02:01. (3) The peptide sequence is QTMLFTMLRK. The MHC is HLA-A68:01 with pseudo-sequence HLA-A68:01. The binding affinity (normalized) is 0.723. (4) The peptide sequence is FMKDGRSLV. The MHC is HLA-A02:17 with pseudo-sequence HLA-A02:17. The binding affinity (normalized) is 0.315. (5) The peptide sequence is VAMSLTVGA. The MHC is HLA-A02:01 with pseudo-sequence HLA-A02:01. The binding affinity (normalized) is 0.417.